Predict the product of the given reaction. From a dataset of Forward reaction prediction with 1.9M reactions from USPTO patents (1976-2016). (1) Given the reactants Br[C:2]1[CH:3]=[C:4]2[C:9](=[CH:10][CH:11]=1)[C:8](=[O:12])[CH2:7][CH2:6][CH2:5]2.[CH3:13][O:14][C:15]1[CH:32]=[C:31]([O:33][CH3:34])[CH:30]=[CH:29][C:16]=1[CH2:17][N:18]([CH2:22][C@@H:23]1[O:27][C:26](=[O:28])[NH:25][CH2:24]1)[C:19](=[O:21])[CH3:20].C(=O)([O-])[O-].[K+].[K+].N[C@@H]1CCCC[C@H]1N, predict the reaction product. The product is: [CH3:13][O:14][C:15]1[CH:32]=[C:31]([O:33][CH3:34])[CH:30]=[CH:29][C:16]=1[CH2:17][N:18]([CH2:22][C@@H:23]1[O:27][C:26](=[O:28])[N:25]([C:2]2[CH:11]=[CH:10][C:9]3[C:8](=[O:12])[CH2:7][CH2:6][CH2:5][C:4]=3[CH:3]=2)[CH2:24]1)[C:19](=[O:21])[CH3:20]. (2) Given the reactants [OH:1][C:2]1[CH:3]=[C:4]2[C:9](=[CH:10][CH:11]=1)[CH:8]=[C:7]([C:12]1[C:20]3[C:15](=[CH:16][CH:17]=[C:18]([C:21]#[N:22])[CH:19]=3)[N:14]([CH:23]3[CH2:28][CH2:27][CH2:26][CH2:25][O:24]3)[N:13]=1)[CH:6]=[CH:5]2.C1(P(C2C=CC=CC=2)C2C=CC=CC=2)C=CC=CC=1.[CH3:48][N:49]1[CH2:53][CH2:52][CH2:51][C@H:50]1[CH2:54]O.CC(OC(/N=N/C(OC(C)C)=O)=O)C, predict the reaction product. The product is: [CH3:48][N:49]1[CH2:53][CH2:52][CH2:51][CH:50]1[CH2:54][O:1][C:2]1[CH:3]=[C:4]2[C:9](=[CH:10][CH:11]=1)[CH:8]=[C:7]([C:12]1[C:20]3[C:15](=[CH:16][CH:17]=[C:18]([C:21]#[N:22])[CH:19]=3)[N:14]([C@@H:23]3[CH2:28][CH2:27][CH2:26][CH2:25][O:24]3)[N:13]=1)[CH:6]=[CH:5]2. (3) Given the reactants [Cl:1][C:2]1[CH:3]=[C:4]([CH:18]=[CH:19][C:20]=1[Cl:21])[CH2:5][NH:6][C:7]1[CH:8]=[CH:9][C:10]2[N:11]([C:13](I)=[C:14]([CH3:16])[N:15]=2)[N:12]=1.[C:22]1([C:28]#[CH:29])[CH:27]=[CH:26][CH:25]=[CH:24][CH:23]=1.C(N(CC)CC)C, predict the reaction product. The product is: [Cl:1][C:2]1[CH:3]=[C:4]([CH:18]=[CH:19][C:20]=1[Cl:21])[CH2:5][NH:6][C:7]1[CH:8]=[CH:9][C:10]2[N:11]([C:13]([C:29]#[C:28][C:22]3[CH:27]=[CH:26][CH:25]=[CH:24][CH:23]=3)=[C:14]([CH3:16])[N:15]=2)[N:12]=1. (4) Given the reactants [C:1]([O:4][C@@H:5]1[CH2:22][CH2:21][C@@:20]2([CH3:23])[C:7](=[CH:8][CH2:9][C@@H:10]3[C@@H:19]2[CH2:18][CH2:17][C@@:15]2([CH3:16])[C@H:11]3[CH2:12][C:13]([CH:25]=[O:26])=[C:14]2Cl)[CH2:6]1)(=[O:3])[CH3:2].[N:27]1[C:31]2[CH:32]=[CH:33][CH:34]=[CH:35][C:30]=2[NH:29][CH:28]=1.C(=O)([O-])[O-].[K+].[K+].O, predict the reaction product. The product is: [C:1]([O:4][C@@H:5]1[CH2:22][CH2:21][C@@:20]2([CH3:23])[C:7](=[CH:8][CH2:9][C@@H:10]3[C@@H:19]2[CH2:18][CH2:17][C@@:15]2([CH3:16])[C@H:11]3[CH2:12][C:13]([CH:25]=[O:26])=[C:14]2[N:27]2[C:31]3[CH:32]=[CH:33][CH:34]=[CH:35][C:30]=3[N:29]=[CH:28]2)[CH2:6]1)(=[O:3])[CH3:2]. (5) Given the reactants Cl[C:2]1[N:7]=[CH:6][N:5]=[C:4]([NH2:8])[C:3]=1[CH2:9][CH3:10].[ClH:11].[N:12]1([CH2:16][CH2:17][N:18]2[CH:22]=[C:21](C3C=CN=C(C(F)(F)F)C=3)[N:20]=[C:19]2[CH:33]2[CH2:38][CH2:37][NH:36][CH2:35][CH2:34]2)[CH2:15][CH2:14][CH2:13]1.C([O-])([O-])=O.[Cs+].[Cs+], predict the reaction product. The product is: [N:12]1([CH2:16][CH2:17][N:18]2[CH:22]=[C:21]([C:35]3[CH:34]=[CH:33][CH:38]=[C:37]([Cl:11])[N:36]=3)[N:20]=[C:19]2[CH:33]2[CH2:38][CH2:37][N:36]([C:2]3[N:7]=[CH:6][N:5]=[C:4]([NH2:8])[C:3]=3[CH2:9][CH3:10])[CH2:35][CH2:34]2)[CH2:13][CH2:14][CH2:15]1.